Dataset: Forward reaction prediction with 1.9M reactions from USPTO patents (1976-2016). Task: Predict the product of the given reaction. (1) Given the reactants [CH3:1][O:2][C:3]1[CH:12]=[C:11]2[C:6]([C:7]([CH3:20])=[CH:8][C:9]([NH:13][C@H:14]3[CH2:18][CH2:17][C@H:16]([NH2:19])[CH2:15]3)=[N:10]2)=[CH:5][CH:4]=1.[CH3:21][N:22]1[C:30]2[C:25](=[N:26][CH:27]=[CH:28][CH:29]=2)[C:24]([CH:31]=O)=[CH:23]1.[BH4-].[Na+].Cl.[OH-].[Na+], predict the reaction product. The product is: [CH3:1][O:2][C:3]1[CH:12]=[C:11]2[C:6]([C:7]([CH3:20])=[CH:8][C:9]([NH:13][C@H:14]3[CH2:18][CH2:17][C@H:16]([NH:19][CH2:31][C:24]4[C:25]5=[N:26][CH:27]=[CH:28][CH:29]=[C:30]5[N:22]([CH3:21])[CH:23]=4)[CH2:15]3)=[N:10]2)=[CH:5][CH:4]=1. (2) Given the reactants [CH3:1][O:2][CH2:3]/[CH:4]=[CH:5]/[C:6]1[C:7]([NH:13][CH:14]2[CH2:19][CH2:18][N:17]([CH3:20])[CH2:16][CH2:15]2)=[CH:8][C:9]([NH2:12])=[N:10][CH:11]=1.Br[C:22]1[C:27]([C:28]#[N:29])=[N:26][CH:25]=[CH:24][N:23]=1.C1C=CC(P(C2C(C3C(P(C4C=CC=CC=4)C4C=CC=CC=4)=CC=C4C=3C=CC=C4)=C3C(C=CC=C3)=CC=2)C2C=CC=CC=2)=CC=1.CC(C)([O-])C.[Na+], predict the reaction product. The product is: [CH3:1][O:2][CH2:3]/[CH:4]=[CH:5]/[C:6]1[C:7]([NH:13][CH:14]2[CH2:15][CH2:16][N:17]([CH3:20])[CH2:18][CH2:19]2)=[CH:8][C:9]([NH:12][C:24]2[N:23]=[CH:22][C:27]([C:28]#[N:29])=[N:26][CH:25]=2)=[N:10][CH:11]=1.